This data is from Forward reaction prediction with 1.9M reactions from USPTO patents (1976-2016). The task is: Predict the product of the given reaction. (1) Given the reactants [CH3:1][P:2](=[O:9])([O:6][CH2:7][CH3:8])[O:3][CH2:4][CH3:5].C([Li])CCC.[CH3:15][Si:16]([CH3:26])([CH3:25])[C:17]1[CH:18]=[C:19]([CH:22]=[CH:23][CH:24]=1)[CH2:20]Br, predict the reaction product. The product is: [CH3:15][Si:16]([CH3:25])([CH3:26])[C:17]1[CH:18]=[C:19]([CH2:20][CH2:1][P:2](=[O:9])([O:6][CH2:7][CH3:8])[O:3][CH2:4][CH3:5])[CH:22]=[CH:23][CH:24]=1. (2) The product is: [NH2:22][C:20]1[CH:19]=[CH:18][C:14]2[CH2:15][CH2:16][CH2:17][CH:11]([N:10]([CH2:25][C@H:26]([OH:35])[CH2:27][O:28][C:29]3[CH:34]=[CH:33][CH:32]=[CH:31][CH:30]=3)[CH2:3][C:4]3[CH:9]=[CH:8][CH:7]=[CH:6][CH:5]=3)[CH2:12][C:13]=2[CH:21]=1. Given the reactants [Cl-].[NH4+].[CH2:3]([N:10]([CH2:25][C@H:26]([OH:35])[CH2:27][O:28][C:29]1[CH:34]=[CH:33][CH:32]=[CH:31][CH:30]=1)[CH:11]1[CH2:17][CH2:16][CH2:15][C:14]2[CH:18]=[CH:19][C:20]([N+:22]([O-])=O)=[CH:21][C:13]=2[CH2:12]1)[C:4]1[CH:9]=[CH:8][CH:7]=[CH:6][CH:5]=1, predict the reaction product.